Dataset: TCR-epitope binding with 47,182 pairs between 192 epitopes and 23,139 TCRs. Task: Binary Classification. Given a T-cell receptor sequence (or CDR3 region) and an epitope sequence, predict whether binding occurs between them. (1) The epitope is KLWAQCVQL. The TCR CDR3 sequence is CSAPEGNYNEQFF. Result: 0 (the TCR does not bind to the epitope). (2) The epitope is HTTDPSFLGRY. The TCR CDR3 sequence is CASSSDTGTANQPQHF. Result: 0 (the TCR does not bind to the epitope).